From a dataset of Forward reaction prediction with 1.9M reactions from USPTO patents (1976-2016). Predict the product of the given reaction. Given the reactants [CH3:1][N:2]1[C:7](=[O:8])[CH:6]=[C:5]([CH3:9])[N:4]([C:10]2[CH:15]=[CH:14][CH:13]=[C:12]([C:16]([F:19])([F:18])[F:17])[CH:11]=2)[C:3]1=[O:20].[I:21]N1C(=O)CCC1=O.S([O-])([O-])(=O)=S.[Na+].[Na+], predict the reaction product. The product is: [I:21][C:6]1[C:7](=[O:8])[N:2]([CH3:1])[C:3](=[O:20])[N:4]([C:10]2[CH:15]=[CH:14][CH:13]=[C:12]([C:16]([F:19])([F:18])[F:17])[CH:11]=2)[C:5]=1[CH3:9].